From a dataset of Reaction yield outcomes from USPTO patents with 853,638 reactions. Predict the reaction yield, written as a fraction of the theoretical maximum amount of product (1.0 means a 100% yield; for example, 0.34 means a 34% yield). (1) The reactants are [N+:1]([C:4]1[CH:5]=[C:6]([O:18][C:19]([F:22])([F:21])[F:20])[CH:7]=[C:8]2[C:12]=1[NH:11][C:10]([C:13]([O:15][CH2:16][CH3:17])=[O:14])=[CH:9]2)([O-])=O. The catalyst is [C].[Pd].O1CCCC1. The product is [NH2:1][C:4]1[CH:5]=[C:6]([O:18][C:19]([F:22])([F:20])[F:21])[CH:7]=[C:8]2[C:12]=1[NH:11][C:10]([C:13]([O:15][CH2:16][CH3:17])=[O:14])=[CH:9]2. The yield is 0.950. (2) The yield is 0.910. The reactants are [NH2:1][C:2]1[C:9]([Cl:10])=[CH:8][C:7]([NH2:11])=[CH:6][C:3]=1[C:4]#[N:5].Br[CH2:13][CH2:14][O:15][CH2:16][CH2:17]Br.C(N(CC)C(C)C)(C)C.C(=O)(O)[O-]. The product is [NH2:1][C:2]1[C:9]([Cl:10])=[CH:8][C:7]([N:11]2[CH2:17][CH2:16][O:15][CH2:14][CH2:13]2)=[CH:6][C:3]=1[C:4]#[N:5]. The catalyst is CN(C)C=O. (3) The reactants are CN(C=O)C.[F:6][C:7]([F:20])([F:19])[C:8]1[C:17]2[C:12](=[CH:13][CH:14]=[CH:15][CH:16]=2)[NH:11][C:10](=O)[CH:9]=1.O=P(Cl)(Cl)[Cl:23]. No catalyst specified. The product is [Cl:23][C:10]1[CH:9]=[C:8]([C:7]([F:20])([F:19])[F:6])[C:17]2[C:12](=[CH:13][CH:14]=[CH:15][CH:16]=2)[N:11]=1. The yield is 0.290. (4) The reactants are Cl[C:2]1[C:11]2[C:6](=[CH:7][CH:8]=[C:9](OC)[CH:10]=2)[N:5]=[CH:4][CH:3]=1.[NH:14]1[CH2:19][CH2:18][NH:17][CH2:16][CH2:15]1.[C:20](O)(=[O:22])C. The catalyst is COCCCOCCCO. The product is [CH3:20][O:22][C:4]1[CH:3]=[C:2]([N:14]2[CH2:19][CH2:18][NH:17][CH2:16][CH2:15]2)[C:11]2[C:6](=[CH:7][CH:8]=[CH:9][CH:10]=2)[N:5]=1. The yield is 0.660. (5) The reactants are [S:1]1[C:9]2[CH:8]=[CH:7][N:6]=[CH:5][C:4]=2[N:3]=[C:2]1[NH2:10].[F:11][C:12]1[CH:20]=[CH:19][C:18]([C:21]([F:24])([F:23])[F:22])=[CH:17][C:13]=1[C:14](O)=[O:15].C(N(CC)CC)C.CCCP1(OP(CCC)(=O)OP(CCC)(=O)O1)=O. The catalyst is C1COCC1.CCOC(C)=O. The product is [F:11][C:12]1[CH:20]=[CH:19][C:18]([C:21]([F:22])([F:23])[F:24])=[CH:17][C:13]=1[C:14]([NH:10][C:2]1[S:1][C:9]2[CH:8]=[CH:7][N:6]=[CH:5][C:4]=2[N:3]=1)=[O:15]. The yield is 0.720.